Task: Binary Classification. Given a miRNA mature sequence and a target amino acid sequence, predict their likelihood of interaction.. Dataset: Experimentally validated miRNA-target interactions with 360,000+ pairs, plus equal number of negative samples The miRNA is hsa-miR-497-5p with sequence CAGCAGCACACUGUGGUUUGU. The protein sequence of the target gene is MRALTLLALLALAALCIAGQAGAKPSGAESSKGAAFVSKQEGSEVVKRPRRYLYQWLGAPVPYPDPLEPRREVCELNPDCDELADHIGFQEAYRRFYGPV. Result: 0 (no interaction).